From a dataset of Reaction yield outcomes from USPTO patents with 853,638 reactions. Predict the reaction yield, written as a fraction of the theoretical maximum amount of product (1.0 means a 100% yield; for example, 0.34 means a 34% yield). (1) The catalyst is C(O)(CC)(C)C.C1C=CC(/C=C/C(/C=C/C2C=CC=CC=2)=O)=CC=1.C1C=CC(/C=C/C(/C=C/C2C=CC=CC=2)=O)=CC=1.[Pd]. The yield is 0.380. The reactants are [CH:1]1([N:4]2[CH2:13][CH2:12][C:11]3[C:6](=[CH:7][CH:8]=[C:9]([NH2:14])[CH:10]=3)[CH2:5]2)[CH2:3][CH2:2]1.Cl[C:16]1[N:21]=[C:20]([NH:22][C@@H:23]2[CH2:28][CH2:27][CH2:26][N:25]([C:29](=[O:32])[CH:30]=[CH2:31])[CH2:24]2)[C:19]([F:33])=[CH:18][N:17]=1.CN(C1C(C2C(P(C3CCCCC3)C3CCCCC3)=CC=CC=2)=CC=CC=1)C.C([O-])([O-])=O.[Cs+].[Cs+]. The product is [CH:1]1([N:4]2[CH2:13][CH2:12][C:11]3[C:6](=[CH:7][CH:8]=[C:9]([NH:14][C:16]4[N:21]=[C:20]([NH:22][C@@H:23]5[CH2:28][CH2:27][CH2:26][N:25]([C:29](=[O:32])[CH:30]=[CH2:31])[CH2:24]5)[C:19]([F:33])=[CH:18][N:17]=4)[CH:10]=3)[CH2:5]2)[CH2:3][CH2:2]1. (2) The reactants are Cl[C:2]1[CH:7]=[C:6]([NH:8][C:9]2[CH:18]=[CH:17][CH:16]=[C:15]([O:19][CH3:20])[C:10]=2[C:11]([NH:13][CH3:14])=[O:12])[C:5]([C:21]([F:24])([F:23])[F:22])=[CH:4][N:3]=1.[CH3:25][N:26]1[C:30]([NH2:31])=[CH:29][C:28]([CH3:32])=[N:27]1.CC1(C)C2C=CC=C(P(C3C=CC=CC=3)C3C=CC=CC=3)C=2OC2C1=CC=CC=2P(C1C=CC=CC=1)C1C=CC=CC=1.C(=O)([O-])[O-].[Cs+].[Cs+]. The catalyst is O1CCOCC1.C([O-])(=O)C.[Pd+2].C([O-])(=O)C. The product is [CH3:25][N:26]1[C:30]([NH:31][C:2]2[CH:7]=[C:6]([NH:8][C:9]3[CH:18]=[CH:17][CH:16]=[C:15]([O:19][CH3:20])[C:10]=3[C:11]([NH:13][CH3:14])=[O:12])[C:5]([C:21]([F:24])([F:23])[F:22])=[CH:4][N:3]=2)=[CH:29][C:28]([CH3:32])=[N:27]1. The yield is 0.320. (3) The reactants are [Br:1][C:2]1[CH:3]=[C:4]([CH:8]=[C:9]([I:11])[CH:10]=1)[C:5]([OH:7])=[O:6].Cl.CN(C)CCCN=C=NCC.[C:24](O)([CH3:27])([CH3:26])[CH3:25]. The catalyst is C(Cl)Cl.CN(C1C=CN=CC=1)C. The product is [C:24]([O:6][C:5](=[O:7])[C:4]1[CH:8]=[C:9]([I:11])[CH:10]=[C:2]([Br:1])[CH:3]=1)([CH3:27])([CH3:26])[CH3:25]. The yield is 0.860.